The task is: Regression. Given a peptide amino acid sequence and an MHC pseudo amino acid sequence, predict their binding affinity value. This is MHC class I binding data.. This data is from Peptide-MHC class I binding affinity with 185,985 pairs from IEDB/IMGT. (1) The peptide sequence is YPLTFGWCY. The MHC is HLA-B18:01 with pseudo-sequence HLA-B18:01. The binding affinity (normalized) is 0.831. (2) The peptide sequence is GVLDKDLFT. The MHC is HLA-A02:03 with pseudo-sequence HLA-A02:03. The binding affinity (normalized) is 0.171. (3) The peptide sequence is SVRDRLARL. The MHC is HLA-A68:01 with pseudo-sequence HLA-A68:01. The binding affinity (normalized) is 0. (4) The peptide sequence is FPFVLAAII. The MHC is HLA-B07:02 with pseudo-sequence HLA-B07:02. The binding affinity (normalized) is 0.296. (5) The peptide sequence is NSTATLCLGH. The MHC is HLA-A03:01 with pseudo-sequence HLA-A03:01. The binding affinity (normalized) is 0.0159.